Dataset: Reaction yield outcomes from USPTO patents with 853,638 reactions. Task: Predict the reaction yield, written as a fraction of the theoretical maximum amount of product (1.0 means a 100% yield; for example, 0.34 means a 34% yield). (1) The reactants are Cl[C:2]1[CH:3]=[C:4]([NH:10][C:11]2[CH:15]=[CH:14][N:13]([CH2:16][CH3:17])[N:12]=2)[C:5](=[O:9])[N:6]([CH3:8])[N:7]=1.C([O:21][CH2:22][C:23]1[C:28](B2OC(C)(C)C(C)(C)O2)=[CH:27][CH:26]=[CH:25][C:24]=1[N:38]1[CH2:46][C:45]2[C:40](=[CH:41][CH:42]=[C:43]([C:47]([CH3:50])([CH3:49])[CH3:48])[CH:44]=2)[C:39]1=[O:51])(=O)C.C(=O)([O-])[O-].[Na+].[Na+].O.[OH-].[Li+]. The catalyst is C(Cl)Cl.CO.O.C1C=CC([P]([Pd]([P](C2C=CC=CC=2)(C2C=CC=CC=2)C2C=CC=CC=2)([P](C2C=CC=CC=2)(C2C=CC=CC=2)C2C=CC=CC=2)[P](C2C=CC=CC=2)(C2C=CC=CC=2)C2C=CC=CC=2)(C2C=CC=CC=2)C2C=CC=CC=2)=CC=1.O1CCOCC1.CN(C=O)C. The product is [C:47]([C:43]1[CH:44]=[C:45]2[C:40](=[CH:41][CH:42]=1)[C:39](=[O:51])[N:38]([C:24]1[CH:25]=[CH:26][CH:27]=[C:28]([C:2]3[CH:3]=[C:4]([NH:10][C:11]4[CH:15]=[CH:14][N:13]([CH2:16][CH3:17])[N:12]=4)[C:5](=[O:9])[N:6]([CH3:8])[N:7]=3)[C:23]=1[CH2:22][OH:21])[CH2:46]2)([CH3:50])([CH3:48])[CH3:49]. The yield is 0.310. (2) The reactants are [CH3:1][C:2]1([CH3:48])[CH2:10][C:9]2[N:8]([CH2:11][O:12][CH2:13][CH2:14][Si:15]([CH3:18])([CH3:17])[CH3:16])[N:7]=[C:6]([C:19]3[N:20]([CH2:40][O:41][CH2:42][CH2:43][Si:44]([CH3:47])([CH3:46])[CH3:45])[C:21]4[C:26]([CH:27]=3)=[CH:25][CH:24]=[C:23]([N:28](C)[C:29](=O)OCC3C=CC=CC=3)[CH:22]=4)[C:5]=2[CH2:4][CH2:3]1.C([O-])=O.[NH4+]. The catalyst is C(O)C.[C].[Pd]. The product is [CH3:1][C:2]1([CH3:48])[CH2:10][C:9]2[N:8]([CH2:11][O:12][CH2:13][CH2:14][Si:15]([CH3:16])([CH3:17])[CH3:18])[N:7]=[C:6]([C:19]3[N:20]([CH2:40][O:41][CH2:42][CH2:43][Si:44]([CH3:46])([CH3:45])[CH3:47])[C:21]4[C:26]([CH:27]=3)=[CH:25][CH:24]=[C:23]([NH:28][CH3:29])[CH:22]=4)[C:5]=2[CH2:4][CH2:3]1. The yield is 0.790. (3) The reactants are [CH2:1]([N:8]1[C:13](=[O:14])[CH:12]=[C:11](Br)[C:10]([C:16]2[CH:21]=[CH:20][CH:19]=[CH:18][CH:17]=2)=[N:9]1)[C:2]1[CH:7]=[CH:6][CH:5]=[CH:4][CH:3]=1.C([Sn](CCCC)(CCCC)[C:27]([O:29][CH2:30][CH3:31])=[CH2:28])CCC. The catalyst is C1(C)C=CC=CC=1.Cl[Pd](Cl)([P](C1C=CC=CC=1)(C1C=CC=CC=1)C1C=CC=CC=1)[P](C1C=CC=CC=1)(C1C=CC=CC=1)C1C=CC=CC=1. The product is [CH2:1]([N:8]1[C:13](=[O:14])[CH:12]=[C:11]([C:27]([O:29][CH2:30][CH3:31])=[CH2:28])[C:10]([C:16]2[CH:21]=[CH:20][CH:19]=[CH:18][CH:17]=2)=[N:9]1)[C:2]1[CH:7]=[CH:6][CH:5]=[CH:4][CH:3]=1. The yield is 0.990. (4) The reactants are N#N.C(O)C.[NH2:6][C:7]1[CH:12]=[CH:11][CH:10]=[CH:9][C:8]=1B(O)O.[CH3:16][O:17][C:18](=[O:27])[CH2:19][C:20]1[CH:25]=[CH:24][CH:23]=[C:22](Br)[CH:21]=1. The catalyst is C1(C)C=CC=CC=1.[Pd].C1(P(C2C=CC=CC=2)C2C=CC=CC=2)C=CC=CC=1.C1(P(C2C=CC=CC=2)C2C=CC=CC=2)C=CC=CC=1.C1(P(C2C=CC=CC=2)C2C=CC=CC=2)C=CC=CC=1.C1(P(C2C=CC=CC=2)C2C=CC=CC=2)C=CC=CC=1. The product is [CH3:16][O:17][C:18](=[O:27])[CH2:19][C:20]1[CH:25]=[C:24]([C:8]2[CH:9]=[CH:10][CH:11]=[CH:12][C:7]=2[NH2:6])[CH:23]=[CH:22][CH:21]=1. The yield is 0.810. (5) The reactants are CN(C(ON1N=NC2C=CC=NC1=2)=[N+](C)C)C.F[P-](F)(F)(F)(F)F.[CH3:25][C:26]1[N:27]=[C:28]([C:45]2[CH:50]=[CH:49][C:48]([C:51]([F:54])([F:53])[F:52])=[CH:47][CH:46]=2)[S:29][C:30]=1[CH2:31][NH:32][C:33]1[CH:38]=[CH:37][C:36]([C@@H:39]2[CH2:41][C@H:40]2[C:42](O)=[O:43])=[CH:35][CH:34]=1.[N:55]1[CH:60]=[CH:59][C:58]([CH2:61][NH2:62])=[CH:57][CH:56]=1.C([O-])(O)=O.[Na+]. The catalyst is CN(C=O)C.C(OCC)(=O)C. The product is [CH3:25][C:26]1[N:27]=[C:28]([C:45]2[CH:46]=[CH:47][C:48]([C:51]([F:54])([F:52])[F:53])=[CH:49][CH:50]=2)[S:29][C:30]=1[CH2:31][NH:32][C:33]1[CH:34]=[CH:35][C:36]([C@@H:39]2[CH2:41][C@H:40]2[C:42]([NH:62][CH2:61][C:58]2[CH:59]=[CH:60][N:55]=[CH:56][CH:57]=2)=[O:43])=[CH:37][CH:38]=1. The yield is 0.640. (6) The reactants are [ClH:1].[C:2]1([NH:11]C(=O)OC(C)(C)C)[C:7]2[CH2:8][CH2:9][CH2:10][C:6]=2[CH:5]=[CH:4][N:3]=1. The catalyst is C(Cl)Cl. The product is [ClH:1].[C:2]1([NH2:11])[C:7]2[CH2:8][CH2:9][CH2:10][C:6]=2[CH:5]=[CH:4][N:3]=1. The yield is 0.960. (7) The reactants are C(OC([N:8]1[CH2:13][CH2:12][N:11]([C:14]2[C:15]3[C:29]([O:30][CH3:31])=[CH:28][N:27]=[CH:26][C:16]=3[N:17]=[C:18]([C:20]3[CH:25]=[CH:24][N:23]=[CH:22][CH:21]=3)[N:19]=2)[CH2:10][CH:9]1[C:32](=[O:40])[NH:33][C:34]1[CH:39]=[CH:38][CH:37]=[CH:36][CH:35]=1)=O)(C)(C)C.C(OC(N1CCN(C2C3C(OC)=CN=CC=3N=C(C3C=CN=CC=3)N=2)CC1C(O)=O)=O)(C)(C)C.ON1C2C=CC=CC=2N=N1.CN1CCOCC1.NC1C=CC=CC=1.Cl.CN(C)CCCN=C=NCC. The catalyst is CN(C)C=O. The product is [C:34]1([NH:33][C:32]([CH:9]2[CH2:10][N:11]([C:14]3[C:15]4[C:29]([O:30][CH3:31])=[CH:28][N:27]=[CH:26][C:16]=4[N:17]=[C:18]([C:20]4[CH:25]=[CH:24][N:23]=[CH:22][CH:21]=4)[N:19]=3)[CH2:12][CH2:13][NH:8]2)=[O:40])[CH:39]=[CH:38][CH:37]=[CH:36][CH:35]=1. The yield is 0.470. (8) The reactants are [CH:1]([B-](F)(F)F)=[CH2:2].[K+].O1CCOCC1.Br[C:15]1[N:16]=[C:17]([C:33]2[CH:38]=[CH:37][N:36]=[CH:35][CH:34]=2)[S:18][C:19]=1[C:20]1[N:24]=[CH:23][N:22]([CH2:25][O:26][CH2:27][CH2:28][Si:29]([CH3:32])([CH3:31])[CH3:30])[N:21]=1.C(=O)([O-])[O-].[Na+].[Na+]. The catalyst is C1C=CC([P]([Pd]([P](C2C=CC=CC=2)(C2C=CC=CC=2)C2C=CC=CC=2)([P](C2C=CC=CC=2)(C2C=CC=CC=2)C2C=CC=CC=2)[P](C2C=CC=CC=2)(C2C=CC=CC=2)C2C=CC=CC=2)(C2C=CC=CC=2)C2C=CC=CC=2)=CC=1.CCOC(C)=O.O. The product is [CH3:30][Si:29]([CH3:32])([CH3:31])[CH2:28][CH2:27][O:26][CH2:25][N:22]1[CH:23]=[N:24][C:20]([C:19]2[S:18][C:17]([C:33]3[CH:34]=[CH:35][N:36]=[CH:37][CH:38]=3)=[N:16][C:15]=2[CH:1]=[CH2:2])=[N:21]1. The yield is 0.810. (9) The reactants are [Cl:1][C:2]1[N:7]=[C:6](Cl)[C:5]([F:9])=[CH:4][N:3]=1.[NH2:10][C@@H:11]1[CH2:16][CH2:15][CH2:14][N:13]([C:17]([O:19][C:20]([CH3:23])([CH3:22])[CH3:21])=[O:18])[CH2:12]1.CCN(C(C)C)C(C)C. The catalyst is CN1C(=O)CCC1. The product is [Cl:1][C:2]1[N:7]=[C:6]([NH:10][C@@H:11]2[CH2:16][CH2:15][CH2:14][N:13]([C:17]([O:19][C:20]([CH3:23])([CH3:22])[CH3:21])=[O:18])[CH2:12]2)[C:5]([F:9])=[CH:4][N:3]=1. The yield is 0.880.